Dataset: Catalyst prediction with 721,799 reactions and 888 catalyst types from USPTO. Task: Predict which catalyst facilitates the given reaction. (1) Reactant: [Si:1]([O:8][C@H:9]1[CH2:13][CH2:12][N:11]([CH2:14][C@H:15]([C:17]2[CH:22]=[C:21]([CH3:23])[CH:20]=[C:19]([CH3:24])[CH:18]=2)O)[CH2:10]1)([C:4]([CH3:7])([CH3:6])[CH3:5])([CH3:3])[CH3:2].CS(Cl)(=O)=O.[CH3:30][NH2:31]. Product: [Si:1]([O:8][C@H:9]1[CH2:13][CH2:12][N:11]([CH2:14][C@@H:15]([NH:31][CH3:30])[C:17]2[CH:22]=[C:21]([CH3:23])[CH:20]=[C:19]([CH3:24])[CH:18]=2)[CH2:10]1)([C:4]([CH3:7])([CH3:6])[CH3:5])([CH3:3])[CH3:2]. The catalyst class is: 4. (2) Reactant: Cl.[N:2]1[CH:7]=[CH:6][CH:5]=[CH:4][C:3]=1[N:8]([CH2:32][CH2:33][C:34]([O:36][CH2:37][CH3:38])=[O:35])[C:9]([C:11]1[CH:31]=[CH:30][C:14]2[N:15]([CH3:29])[C:16]([CH2:18][NH:19][C:20]3[CH:25]=[CH:24][C:23]([C:26](=[NH:28])[NH2:27])=[CH:22][CH:21]=3)=[N:17][C:13]=2[CH:12]=1)=[O:10].Cl[C:40]([O:42][CH2:43][CH2:44][S:45]([CH3:48])(=[O:47])=[O:46])=[O:41]. Product: [N:2]1[CH:7]=[CH:6][CH:5]=[CH:4][C:3]=1[N:8]([CH2:32][CH2:33][C:34]([O:36][CH2:37][CH3:38])=[O:35])[C:9]([C:11]1[CH:31]=[CH:30][C:14]2[N:15]([CH3:29])[C:16]([CH2:18][NH:19][C:20]3[CH:25]=[CH:24][C:23]([C:26](=[NH:27])[NH:28][C:40]([O:42][CH2:43][CH2:44][S:45]([CH3:48])(=[O:47])=[O:46])=[O:41])=[CH:22][CH:21]=3)=[N:17][C:13]=2[CH:12]=1)=[O:10]. The catalyst class is: 98.